Dataset: Forward reaction prediction with 1.9M reactions from USPTO patents (1976-2016). Task: Predict the product of the given reaction. Given the reactants [CH2:1]([O:3][C:4](=[O:19])[CH2:5][CH2:6][N:7]1[C:15]2[C:10](=[CH:11][CH:12]=[CH:13][CH:14]=2)[CH:9]=[C:8]1[C:16](O)=[O:17])[CH3:2].S(Cl)(Cl)=O.[S-:24][C:25]#[N:26].[K+].[OH-].[NH4+:29], predict the reaction product. The product is: [NH2:26][C:25](=[S:24])[NH:29][C:16]([C:8]1[N:7]([CH2:6][CH2:5][C:4]([O:3][CH2:1][CH3:2])=[O:19])[C:15]2[C:10]([CH:9]=1)=[CH:11][CH:12]=[CH:13][CH:14]=2)=[O:17].